Predict the reaction yield, written as a fraction of the theoretical maximum amount of product (1.0 means a 100% yield; for example, 0.34 means a 34% yield). From a dataset of Reaction yield outcomes from USPTO patents with 853,638 reactions. (1) The reactants are Br[C:2]1[S:6][C:5]([NH:7][C:8]([NH:10][C:11]2[CH:16]=[CH:15][C:14]([CH3:17])=[CH:13][C:12]=2[C:18]([CH:20]2[CH2:24][CH2:23][CH2:22][CH2:21]2)=[O:19])=[O:9])=[N:4][CH:3]=1.[OH:25][CH2:26][CH2:27][SH:28]. No catalyst specified. The product is [CH:20]1([C:18]([C:12]2[CH:13]=[C:14]([CH3:17])[CH:15]=[CH:16][C:11]=2[NH:10][C:8]([NH:7][C:5]2[S:6][C:2]([S:28][CH2:27][CH2:26][OH:25])=[CH:3][N:4]=2)=[O:9])=[O:19])[CH2:24][CH2:23][CH2:22][CH2:21]1. The yield is 0.280. (2) The reactants are [CH3:1][C:2]1[CH:7]=[CH:6][C:5]([S:8]([O:11][CH2:12][CH:13]2[CH2:17][C:16]3[CH:18]=[CH:19][CH:20]=[C:21](Br)[C:15]=3[O:14]2)(=[O:10])=[O:9])=[CH:4][CH:3]=1.[CH3:23][O:24][C:25]1[CH:30]=[C:29]([O:31][CH3:32])[CH:28]=[CH:27][C:26]=1B(O)O.C(=O)([O-])[O-].[K+].[K+].CC1C=CC(S(OCC2CC3C(C4C=CC=CC=4)=CC=CC=3O2)(=O)=O)=CC=1. The catalyst is CC1C=CC=CC=1[P](C1C=CC=CC=1C)([Pd](Cl)(Cl)[P](C1=C(C)C=CC=C1)(C1C=CC=CC=1C)C1C=CC=CC=1C)C1C=CC=CC=1C. The product is [CH3:1][C:2]1[CH:7]=[CH:6][C:5]([S:8]([O:11][CH2:12][CH:13]2[CH2:17][C:16]3[CH:18]=[CH:19][CH:20]=[C:21]([C:28]4[CH:27]=[CH:26][C:25]([O:24][CH3:23])=[CH:30][C:29]=4[O:31][CH3:32])[C:15]=3[O:14]2)(=[O:10])=[O:9])=[CH:4][CH:3]=1. The yield is 0.570. (3) The reactants are [C:1]([O:5][C:6]([NH:8][C@H:9]([CH3:12])[CH2:10][OH:11])=[O:7])([CH3:4])([CH3:3])[CH3:2].[C:13]1(O)[CH:18]=[CH:17][CH:16]=[CH:15][CH:14]=1.C1(P(C2C=CC=CC=2)C2C=CC=CC=2)C=CC=CC=1.CC(OC(/N=N/C(OC(C)C)=O)=O)C. The catalyst is C1COCC1.O. The product is [C:1]([O:5][C:6]([NH:8][C@@H:9]([CH2:10][O:11][C:13]1[CH:18]=[CH:17][CH:16]=[CH:15][CH:14]=1)[CH3:12])=[O:7])([CH3:4])([CH3:3])[CH3:2]. The yield is 0.140. (4) The reactants are [CH2:1]([O:8][C:9]1[N:13]([CH3:14])[N:12]=[C:11]([C:15]([O:17]C)=[O:16])[CH:10]=1)[C:2]1[CH:7]=[CH:6][CH:5]=[CH:4][CH:3]=1.[OH-].[Na+]. The catalyst is O1CCCC1.CO. The product is [CH2:1]([O:8][C:9]1[N:13]([CH3:14])[N:12]=[C:11]([C:15]([OH:17])=[O:16])[CH:10]=1)[C:2]1[CH:3]=[CH:4][CH:5]=[CH:6][CH:7]=1. The yield is 0.910. (5) The yield is 1.00. The reactants are [F:1][C:2]1[CH:3]=[C:4]([CH:8]2[CH2:10][CH:9]2[NH:11]C(=O)OCCCC)[CH:5]=[CH:6][CH:7]=1.[F:19][C:20]([F:25])([F:24])[C:21]([OH:23])=[O:22]. The catalyst is C(Cl)Cl. The product is [F:19][C:20]([F:25])([F:24])[C:21]([OH:23])=[O:22].[F:1][C:2]1[CH:3]=[C:4]([CH:8]2[CH2:10][CH:9]2[NH2:11])[CH:5]=[CH:6][CH:7]=1.